Dataset: Forward reaction prediction with 1.9M reactions from USPTO patents (1976-2016). Task: Predict the product of the given reaction. (1) Given the reactants [Br:1][C:2]1[CH:3]=[CH:4][C:5]([CH2:8][O:9][C:10]2[CH:15]=[CH:14][N:13]([CH2:16][CH2:17][C:18]3[CH:28]=[CH:27][C:21]4[CH2:22][CH2:23][NH:24][CH2:25][CH2:26][C:20]=4[CH:19]=3)[C:12](=[O:29])[CH:11]=2)=[N:6][CH:7]=1.C=O.[C:32](O[BH-](OC(=O)C)OC(=O)C)(=O)C.[Na+], predict the reaction product. The product is: [Br:1][C:2]1[CH:3]=[CH:4][C:5]([CH2:8][O:9][C:10]2[CH:15]=[CH:14][N:13]([CH2:16][CH2:17][C:18]3[CH:28]=[CH:27][C:21]4[CH2:22][CH2:23][N:24]([CH3:32])[CH2:25][CH2:26][C:20]=4[CH:19]=3)[C:12](=[O:29])[CH:11]=2)=[N:6][CH:7]=1. (2) Given the reactants [C:1]([N:5]([CH3:25])[C:6](=[O:24])[C:7]1[CH:12]=[CH:11][CH:10]=[C:9]([O:13][C:14]2[CH:19]=[CH:18][C:17]([N+:20]([O-])=O)=[CH:16][C:15]=2[Cl:23])[CH:8]=1)([CH3:4])([CH3:3])[CH3:2], predict the reaction product. The product is: [NH2:20][C:17]1[CH:18]=[CH:19][C:14]([O:13][C:9]2[CH:8]=[C:7]([CH:12]=[CH:11][CH:10]=2)[C:6]([N:5]([C:1]([CH3:4])([CH3:3])[CH3:2])[CH3:25])=[O:24])=[C:15]([Cl:23])[CH:16]=1. (3) Given the reactants [CH3:1][O:2][C:3]([CH:5]1[CH2:8][N:7]([C:9]2[CH:14]=[CH:13][C:12]([CH:15]=[N:16][OH:17])=[CH:11][CH:10]=2)[CH2:6]1)=[O:4].ClN1C(=O)CCC1=O.C(=O)([O-])O.[K+].[Cl:31][C:32]1[CH:37]=[C:36]([C:38]([C:40]([F:43])([F:42])[F:41])=[CH2:39])[CH:35]=[C:34]([Cl:44])[C:33]=1[Cl:45], predict the reaction product. The product is: [CH3:1][O:2][C:3]([CH:5]1[CH2:8][N:7]([C:9]2[CH:14]=[CH:13][C:12]([C:15]3[CH2:39][C:38]([C:36]4[CH:35]=[C:34]([Cl:44])[C:33]([Cl:45])=[C:32]([Cl:31])[CH:37]=4)([C:40]([F:43])([F:42])[F:41])[O:17][N:16]=3)=[CH:11][CH:10]=2)[CH2:6]1)=[O:4]. (4) The product is: [Cl:1][C:2]1[CH:3]=[C:4]([CH:23]=[CH:24][C:25]=1[Cl:26])[CH2:5][N:6]([CH3:22])[C:7]([C:9]1[CH2:13][N:12]([CH2:14][CH2:15][CH2:16][C:17]([N:31]2[CH2:32][CH2:33][N:28]([CH3:27])[CH2:29][CH2:30]2)=[O:19])[C:11](=[O:20])[C:10]=1[OH:21])=[O:8]. Given the reactants [Cl:1][C:2]1[CH:3]=[C:4]([CH:23]=[CH:24][C:25]=1[Cl:26])[CH2:5][N:6]([CH3:22])[C:7]([C:9]1[CH2:13][N:12]([CH2:14][CH2:15][CH2:16][C:17]([OH:19])=O)[C:11](=[O:20])[C:10]=1[OH:21])=[O:8].[CH3:27][N:28]1[CH2:33][CH2:32][NH:31][CH2:30][CH2:29]1, predict the reaction product. (5) Given the reactants [C:1]([C:4]1[CH:13]=[CH:12][C:7]([C:8]([O:10][CH3:11])=[O:9])=[C:6]([N:14]([CH3:16])[CH3:15])[CH:5]=1)(=O)[CH3:2].[CH3:17]C(C)([O-])C.[K+].C(OCC)(=O)C.Cl, predict the reaction product. The product is: [CH3:15][N:14]([CH3:16])[C:6]1[CH:5]=[C:4]([C:1]([CH3:17])=[CH2:2])[CH:13]=[CH:12][C:7]=1[C:8]([O:10][CH3:11])=[O:9]. (6) Given the reactants [N:1]1[C:10]2[C:5](=[CH:6][C:7]([CH2:11][CH2:12][CH2:13]O)=[CH:8][CH:9]=2)[CH:4]=[CH:3][CH:2]=1.O.C(=O)([O-])O.[Na+].S(Cl)([Cl:23])=O, predict the reaction product. The product is: [Cl:23][CH2:13][CH2:12][CH2:11][C:7]1[CH:6]=[C:5]2[C:10](=[CH:9][CH:8]=1)[N:1]=[CH:2][CH:3]=[CH:4]2. (7) The product is: [C:9]([OH:15])(=[O:14])[CH2:6][CH2:5][CH2:4][CH2:3][C:2]([OH:8])=[O:7]. Given the reactants O.[C:2]([OH:8])(=[O:7])[CH:3]=[CH:4][CH2:5][CH3:6].[C:9]([OH:15])(=[O:14])CC=CC.C(O)(=O)CCC=C.C1(=O)OC(C)CC1.C(P(CC1C=CC=CC=1CP(C(C)(C)C)C(C)(C)C)C(C)(C)C)(C)(C)C.CS(O)(=O)=O, predict the reaction product.